The task is: Predict the reaction yield, written as a fraction of the theoretical maximum amount of product (1.0 means a 100% yield; for example, 0.34 means a 34% yield).. This data is from Reaction yield outcomes from USPTO patents with 853,638 reactions. (1) The reactants are [CH3:1][C:2]1([CH3:16])[C:7]2[CH:8]=[C:9](B(O)O)[CH:10]=[CH:11][C:6]=2[NH:5][C:4](=[O:15])[O:3]1.[Br:17][C:18]1[CH:23]=[C:22]([F:24])[CH:21]=[C:20](Br)[CH:19]=1.C(=O)([O-])[O-].[Na+].[Na+]. The catalyst is COCCOC.O.C1C=CC([P]([Pd]([P](C2C=CC=CC=2)(C2C=CC=CC=2)C2C=CC=CC=2)([P](C2C=CC=CC=2)(C2C=CC=CC=2)C2C=CC=CC=2)[P](C2C=CC=CC=2)(C2C=CC=CC=2)C2C=CC=CC=2)(C2C=CC=CC=2)C2C=CC=CC=2)=CC=1. The yield is 0.400. The product is [Br:17][C:18]1[CH:19]=[C:20]([C:9]2[CH:10]=[CH:11][C:6]3[NH:5][C:4](=[O:15])[O:3][C:2]([CH3:16])([CH3:1])[C:7]=3[CH:8]=2)[CH:21]=[C:22]([F:24])[CH:23]=1. (2) The reactants are [Cl:1][C:2]1[CH:3]=[CH:4][C:5]([F:10])=[C:6]([NH:8][NH2:9])[CH:7]=1.[C:11]([O:16][CH2:17][CH3:18])(=[O:15])[C:12]([CH3:14])=O.O. The catalyst is ClCCl. The product is [CH2:17]([O:16][C:11](=[O:15])[C:12](=[N:9][NH:8][C:6]1[CH:7]=[C:2]([Cl:1])[CH:3]=[CH:4][C:5]=1[F:10])[CH3:14])[CH3:18]. The yield is 0.629. (3) The reactants are [CH2:1]([S:3]([N:6]1[CH2:11][CH2:10][CH:9]([C:12]2[C:20]3[C:15](=[C:16]([C:35]([NH2:37])=[O:36])[CH:17]=[C:18]([C:21]4[CH:26]=[CH:25][CH:24]=[C:23]([CH2:27][NH:28][C:29](=[O:34])[CH2:30][CH2:31][CH2:32]C)[CH:22]=4)[CH:19]=3)[NH:14][CH:13]=2)[CH2:8][CH2:7]1)(=[O:5])=[O:4])[CH3:2].CC1(C)C(C)(C)OB(C2C=C(CNC(=O)CCCC)C=CC=2)O1. No catalyst specified. The product is [CH:30]1([C:29]([NH:28][CH2:27][C:23]2[CH:22]=[C:21]([C:18]3[CH:19]=[C:20]4[C:15](=[C:16]([C:35]([NH2:37])=[O:36])[CH:17]=3)[NH:14][CH:13]=[C:12]4[CH:9]3[CH2:8][CH2:7][N:6]([S:3]([CH2:1][CH3:2])(=[O:5])=[O:4])[CH2:11][CH2:10]3)[CH:26]=[CH:25][CH:24]=2)=[O:34])[CH2:32][CH2:31]1. The yield is 0.110. (4) The reactants are [S:1]1[CH:5]=[C:4]([CH2:6][NH:7][C@@H:8]([CH3:16])[CH:9]([O:13][CH2:14][CH3:15])[O:10][CH2:11][CH3:12])[C:3]2[CH:17]=[CH:18][CH:19]=[CH:20][C:2]1=2.[NH:21]([C:27]([O:29][CH2:30][CH:31]1[C:43]2[C:38](=[CH:39][CH:40]=[CH:41][CH:42]=2)[C:37]2[C:32]1=[CH:33][CH:34]=[CH:35][CH:36]=2)=[O:28])[C@H:22]([C:24](O)=[O:25])[CH3:23].CN(C(ON1N=NC2C=CC=NC1=2)=[N+](C)C)C.F[P-](F)(F)(F)(F)F.CCN(C(C)C)C(C)C. The catalyst is CN(C=O)C.CC(=O)OCC.O. The product is [S:1]1[CH:5]=[C:4]([CH2:6][N:7]([C@@H:8]([CH3:16])[CH:9]([O:10][CH2:11][CH3:12])[O:13][CH2:14][CH3:15])[C:24](=[O:25])[C@@H:22]([NH:21][C:27](=[O:28])[O:29][CH2:30][CH:31]2[C:32]3[CH:33]=[CH:34][CH:35]=[CH:36][C:37]=3[C:38]3[C:43]2=[CH:42][CH:41]=[CH:40][CH:39]=3)[CH3:23])[C:3]2[CH:17]=[CH:18][CH:19]=[CH:20][C:2]1=2. The yield is 0.640. (5) The reactants are [C:1]([O:9][CH3:10])(=O)[C:2]1[CH:7]=[CH:6][CH:5]=[CH:4][CH:3]=1.[NH2:11][C@H:12](CO)[CH:13]([CH3:15])[CH3:14]. The catalyst is [Zn].ClC1C=CC=CC=1. The product is [CH:13]([C@H:12]1[CH2:10][O:9][C:1]([C:2]2[CH:7]=[CH:6][CH:5]=[CH:4][CH:3]=2)=[N:11]1)([CH3:15])[CH3:14]. The yield is 0.830.